Dataset: Forward reaction prediction with 1.9M reactions from USPTO patents (1976-2016). Task: Predict the product of the given reaction. (1) Given the reactants Cl[C:2]1[CH:7]=[CH:6][N:5]=[C:4]2[N:8]([CH2:12][C:13]3[CH:18]=[CH:17][C:16]([O:19][CH3:20])=[CH:15][CH:14]=3)[N:9]=[C:10]([I:11])[C:3]=12.C([O-])([O-])=O.[K+].[K+].[Cl:27][C:28]1[CH:33]=[CH:32][C:31]([OH:34])=[CH:30][CH:29]=1, predict the reaction product. The product is: [Cl:27][C:28]1[CH:33]=[CH:32][C:31]([O:34][C:2]2[CH:7]=[CH:6][N:5]=[C:4]3[N:8]([CH2:12][C:13]4[CH:18]=[CH:17][C:16]([O:19][CH3:20])=[CH:15][CH:14]=4)[N:9]=[C:10]([I:11])[C:3]=23)=[CH:30][CH:29]=1. (2) Given the reactants [Cl:1][C:2]1[CH:42]=[CH:41][C:5]([C:6]([C:8]2[N:12]([CH3:13])[CH:11]=[C:10]([C:14](=[O:40])[CH2:15][C:16]3[N:17]=[CH:18][N:19](C(C4C=CC=CC=4)(C4C=CC=CC=4)C4C=CC=CC=4)C=3)[CH:9]=2)=[O:7])=[CH:4][CH:3]=1.Cl, predict the reaction product. The product is: [Cl:1][C:2]1[CH:42]=[CH:41][C:5]([C:6]([C:8]2[N:12]([CH3:13])[CH:11]=[C:10]([C:14]([C:15]3[NH:19][CH:18]=[N:17][CH:16]=3)=[O:40])[CH:9]=2)=[O:7])=[CH:4][CH:3]=1. (3) Given the reactants [Cl:1][C:2]1[CH:7]=[CH:6][C:5]([OH:8])=[CH:4][N:3]=1.C(=O)([O-])[O-].[K+].[K+].[CH3:15][O:16][C:17]1[CH:24]=[CH:23][C:20]([CH2:21]Cl)=[CH:19][CH:18]=1.C(OCC)(=O)C, predict the reaction product. The product is: [Cl:1][C:2]1[CH:7]=[CH:6][C:5]([O:8][CH2:21][C:20]2[CH:23]=[CH:24][C:17]([O:16][CH3:15])=[CH:18][CH:19]=2)=[CH:4][N:3]=1. (4) Given the reactants [OH:1][CH2:2][CH2:3][C@H:4]1[CH2:15][CH2:14][C:13]2[S:12][C:11]3[N:10]=[CH:9][N:8]=[C:7]([O:16][CH:17]4[CH2:22][CH2:21][CH:20]([N:23]([CH3:32])[CH2:24][C:25]([N:27]5[CH2:31][CH2:30][CH2:29][CH2:28]5)=[O:26])[CH2:19][CH2:18]4)[C:6]=3[C:5]1=2.[CH3:33][S:34](Cl)(=[O:36])=[O:35].C(N(CC)CC)C, predict the reaction product. The product is: [CH3:33][S:34]([O:1][CH2:2][CH2:3][C@H:4]1[CH2:15][CH2:14][C:13]2[S:12][C:11]3[N:10]=[CH:9][N:8]=[C:7]([O:16][CH:17]4[CH2:18][CH2:19][CH:20]([N:23]([CH3:32])[CH2:24][C:25](=[O:26])[N:27]5[CH2:28][CH2:29][CH2:30][CH2:31]5)[CH2:21][CH2:22]4)[C:6]=3[C:5]1=2)(=[O:36])=[O:35]. (5) Given the reactants [C:1]([O:5][C:6]([N:8]1[CH2:14][CH2:13][C:12]2[CH:15]=[CH:16][C:17]([NH:19][S:20]([C:23]3[CH:28]=[CH:27][C:26]([C:29](O)=[O:30])=[CH:25][CH:24]=3)(=[O:22])=[O:21])=[CH:18][C:11]=2[CH2:10][CH2:9]1)=[O:7])([CH3:4])([CH3:3])[CH3:2].B.O1CCCC1, predict the reaction product. The product is: [C:1]([O:5][C:6]([N:8]1[CH2:14][CH2:13][C:12]2[CH:15]=[CH:16][C:17]([NH:19][S:20]([C:23]3[CH:28]=[CH:27][C:26]([CH2:29][OH:30])=[CH:25][CH:24]=3)(=[O:22])=[O:21])=[CH:18][C:11]=2[CH2:10][CH2:9]1)=[O:7])([CH3:4])([CH3:2])[CH3:3]. (6) Given the reactants CS(C)=O.C(Cl)(=O)C(Cl)=O.[C:11]1([N:17]2[C:25]3[C:20](=[CH:21][CH:22]=[CH:23][CH:24]=3)[CH:19]=[C:18]2[C:26]([NH:28][C@H:29]([C:33]([NH:35][CH:36]([CH:45]([OH:48])[CH2:46][F:47])[CH2:37][C:38]([O:40][C:41]([CH3:44])([CH3:43])[CH3:42])=[O:39])=[O:34])[CH:30]([CH3:32])[CH3:31])=[O:27])[CH:16]=[CH:15][CH:14]=[CH:13][CH:12]=1.C(N(CC)CC)C, predict the reaction product. The product is: [C:11]1([N:17]2[C:25]3[C:20](=[CH:21][CH:22]=[CH:23][CH:24]=3)[CH:19]=[C:18]2[C:26]([NH:28][C@H:29]([C:33]([NH:35][CH:36]([C:45](=[O:48])[CH2:46][F:47])[CH2:37][C:38]([O:40][C:41]([CH3:42])([CH3:44])[CH3:43])=[O:39])=[O:34])[CH:30]([CH3:31])[CH3:32])=[O:27])[CH:12]=[CH:13][CH:14]=[CH:15][CH:16]=1.